This data is from Forward reaction prediction with 1.9M reactions from USPTO patents (1976-2016). The task is: Predict the product of the given reaction. (1) Given the reactants [C:1]([N:8]1[CH2:13][CH2:12][CH:11]([CH2:14][CH2:15][C:16]([OH:18])=[O:17])[CH2:10][CH2:9]1)([O:3][C:4]([CH3:7])([CH3:6])[CH3:5])=[O:2].[N+](=[CH2:21])=[N-], predict the reaction product. The product is: [CH3:21][O:17][C:16](=[O:18])[CH2:15][CH2:14][CH:11]1[CH2:12][CH2:13][N:8]([C:1]([O:3][C:4]([CH3:7])([CH3:6])[CH3:5])=[O:2])[CH2:9][CH2:10]1. (2) Given the reactants [Cu](C#N)[C:2]#[N:3].[Cl:6][C:7]1[C:12](I)=[CH:11][N:10]=[C:9]([C:14]([N:16]2[C:24]3[C:19](=[CH:20][C:21]([F:25])=[CH:22][CH:23]=3)[CH2:18][CH2:17]2)=[O:15])[CH:8]=1, predict the reaction product. The product is: [Cl:6][C:7]1[C:12]([C:2]#[N:3])=[CH:11][N:10]=[C:9]([C:14]([N:16]2[C:24]3[C:19](=[CH:20][C:21]([F:25])=[CH:22][CH:23]=3)[CH2:18][CH2:17]2)=[O:15])[CH:8]=1. (3) Given the reactants [CH3:1][C:2]1[O:3][C:4]([CH:8]([C:10]2[O:11][C:12]3[CH:18]=[CH:17][C:16]([CH2:19][C:20]([O-:22])=[O:21])=[CH:15][C:13]=3[CH:14]=2)[OH:9])=[C:5]([CH3:7])[N:6]=1.C(OCC#N)(C)C, predict the reaction product. The product is: [CH3:1][C:2]1[O:3][C:4]([CH:8]([OH:9])[C:10]2[O:11][C:12]3[CH:18]=[CH:17][C:16]([CH2:19][C:20]([OH:22])=[O:21])=[CH:15][C:13]=3[CH:14]=2)=[C:5]([CH3:7])[N:6]=1. (4) Given the reactants Cl.[CH:2]1([NH2:9])[CH2:7][CH:6]=[CH:5][CH2:4][CH:3]1[NH2:8].[C:10](=[O:13])([O-:12])[O-].[K+].[K+].Cl[C:17]([O:19][CH2:20][C:21]1[CH:26]=[CH:25][CH:24]=[CH:23][CH:22]=1)=[O:18], predict the reaction product. The product is: [CH2:20]([O:12][C:10]([NH:8][C@@H:3]1[CH2:4][CH:5]=[CH:6][CH2:7][C@@H:2]1[NH:9][C:17]([O:19][CH2:20][C:21]1[CH:26]=[CH:25][CH:24]=[CH:23][CH:22]=1)=[O:18])=[O:13])[C:21]1[CH:26]=[CH:25][CH:24]=[CH:23][CH:22]=1. (5) Given the reactants [C:1]1([C:7]2([C:10]([OH:12])=[O:11])[CH2:9][CH2:8]2)[CH:6]=[CH:5][CH:4]=[CH:3][CH:2]=1.II.C(O[I:19](C1C=CC=CC=1)OC(=O)C)(=O)C.[Al], predict the reaction product. The product is: [I:19][C:2]1[CH:3]=[CH:4][CH:5]=[CH:6][C:1]=1[C:7]1([C:10]([OH:12])=[O:11])[CH2:9][CH2:8]1.